This data is from Full USPTO retrosynthesis dataset with 1.9M reactions from patents (1976-2016). The task is: Predict the reactants needed to synthesize the given product. (1) Given the product [C:1]([O:19][CH2:18][CH2:17][CH2:16][N:13]=[N+:14]=[N-:15])(=[O:5])[C:2]([CH3:4])=[CH2:3], predict the reactants needed to synthesize it. The reactants are: [C:1](Cl)(=[O:5])[C:2]([CH3:4])=[CH2:3].N1C=CC=CC=1.[N:13]([CH2:16][CH2:17][CH2:18][OH:19])=[N+:14]=[N-:15]. (2) Given the product [C:35]([NH:2][C@H:3]1[CH2:8][CH2:7][C@H:6]([NH:9][C:10]([C:12]2[C:16]3[N:17]=[CH:18][N:19]=[C:20]([C:21]4[CH:26]=[CH:25][C:24]([O:27][CH3:28])=[CH:23][C:22]=4[O:29][CH2:30][CH:31]4[CH2:32][CH2:33]4)[C:15]=3[NH:14][C:13]=2[CH3:34])=[O:11])[CH2:5][CH2:4]1)(=[O:37])[CH3:36], predict the reactants needed to synthesize it. The reactants are: Cl.[NH2:2][C@H:3]1[CH2:8][CH2:7][C@H:6]([NH:9][C:10]([C:12]2[C:16]3[N:17]=[CH:18][N:19]=[C:20]([C:21]4[CH:26]=[CH:25][C:24]([O:27][CH3:28])=[CH:23][C:22]=4[O:29][CH2:30][CH:31]4[CH2:33][CH2:32]4)[C:15]=3[NH:14][C:13]=2[CH3:34])=[O:11])[CH2:5][CH2:4]1.[C:35](Cl)(=[O:37])[CH3:36].